From a dataset of Reaction yield outcomes from USPTO patents with 853,638 reactions. Predict the reaction yield, written as a fraction of the theoretical maximum amount of product (1.0 means a 100% yield; for example, 0.34 means a 34% yield). (1) The reactants are [CH3:1][O:2][C:3](=[O:30])[NH:4][C@H:5]([C:9]([N:11]1[CH2:16][C@@H:15]([CH3:17])[CH2:14][CH2:13][C@H:12]1[C:18]1[NH:19][C:20]([C:23]2[CH:28]=[CH:27][C:26](Br)=[CH:25][CH:24]=2)=[CH:21][N:22]=1)=[O:10])[CH:6]([CH3:8])[CH3:7].[B:31]1([B:31]2[O:35][C:34]([CH3:37])([CH3:36])[C:33]([CH3:39])([CH3:38])[O:32]2)[O:35][C:34]([CH3:37])([CH3:36])[C:33]([CH3:39])([CH3:38])[O:32]1.C([O-])(=O)C.[K+]. The catalyst is O1CCOCC1.C1C=CC(P(C2C=CC=CC=2)[C-]2C=CC=C2)=CC=1.C1C=CC(P(C2C=CC=CC=2)[C-]2C=CC=C2)=CC=1.Cl[Pd]Cl.[Fe+2]. The product is [CH3:1][O:2][C:3](=[O:30])[NH:4][C@H:5]([C:9]([N:11]1[CH2:16][C@@H:15]([CH3:17])[CH2:14][CH2:13][C@H:12]1[C:18]1[NH:19][C:20]([C:23]2[CH:28]=[CH:27][C:26]([B:31]3[O:35][C:34]([CH3:37])([CH3:36])[C:33]([CH3:39])([CH3:38])[O:32]3)=[CH:25][CH:24]=2)=[CH:21][N:22]=1)=[O:10])[CH:6]([CH3:8])[CH3:7]. The yield is 0.240. (2) The reactants are [NH2:1][C:2]1[N:3]([CH2:24][C:25]2[CH:30]=[CH:29][CH:28]=[CH:27][CH:26]=2)[C:4](=[O:23])[C:5]2([C:15]3[C:10](=[CH:11][CH:12]=[C:13](Br)[CH:14]=3)[O:9][CH:8]([C:17]3[CH:22]=[CH:21][CH:20]=[CH:19][CH:18]=3)[CH2:7]2)[N:6]=1.C([O-])([O-])=O.[Cs+].[Cs+].[C:37]([C:39]1[CH:40]=[C:41](B(O)O)[CH:42]=[CH:43][CH:44]=1)#[N:38]. The catalyst is O1CCOCC1. The product is [NH2:1][C:2]1[N:3]([CH2:24][C:25]2[CH:30]=[CH:29][CH:28]=[CH:27][CH:26]=2)[C:4](=[O:23])[C@@:5]2([C:15]3[C:10](=[CH:11][CH:12]=[C:13]([C:43]4[CH:44]=[C:39]([CH:40]=[CH:41][CH:42]=4)[C:37]#[N:38])[CH:14]=3)[O:9][C@@H:8]([C:17]3[CH:22]=[CH:21][CH:20]=[CH:19][CH:18]=3)[CH2:7]2)[N:6]=1.[NH2:1][C:2]1[N:3]([CH2:24][C:25]2[CH:30]=[CH:29][CH:28]=[CH:27][CH:26]=2)[C:4](=[O:23])[C@@:5]2([C:15]3[C:10](=[CH:11][CH:12]=[C:13]([C:43]4[CH:44]=[C:39]([CH:40]=[CH:41][CH:42]=4)[C:37]#[N:38])[CH:14]=3)[O:9][C@H:8]([C:17]3[CH:22]=[CH:21][CH:20]=[CH:19][CH:18]=3)[CH2:7]2)[N:6]=1. The yield is 0.330. (3) The reactants are [Cl:1][C:2]1[CH:7]=[CH:6][CH:5]=[C:4]([F:8])[C:3]=1[N:9]1[CH:18]=[C:12]2[CH:13]=[N:14][CH:15]=[C:16]([F:17])[C:11]2=[N:10]1.ClC1C=CC=C(C(OO)=[O:27])C=1. The catalyst is C(Cl)Cl. The product is [Cl:1][C:2]1[CH:7]=[CH:6][CH:5]=[C:4]([F:8])[C:3]=1[N:9]1[CH:18]=[C:12]2[CH:13]=[N+:14]([O-:27])[CH:15]=[C:16]([F:17])[C:11]2=[N:10]1. The yield is 0.680. (4) The reactants are Cl[C:2]1[N:7]=[C:6]([CH3:8])[C:5]([CH:9]([CH2:14][CH2:15][CH3:16])[C:10]([O:12][CH3:13])=[O:11])=[C:4]([C:17]2[CH:22]=[CH:21][C:20]([CH3:23])=[CH:19][CH:18]=2)[N:3]=1.[N:24]1[C:33]2[C:28](=[C:29](B(O)O)[CH:30]=[CH:31][CH:32]=2)[CH:27]=[CH:26][CH:25]=1.C(N(CC)C(C)C)(C)C. The catalyst is COCCOC.O.[Pd].C1(P(C2C=CC=CC=2)C2C=CC=CC=2)C=CC=CC=1.C1(P(C2C=CC=CC=2)C2C=CC=CC=2)C=CC=CC=1.C1(P(C2C=CC=CC=2)C2C=CC=CC=2)C=CC=CC=1.C1(P(C2C=CC=CC=2)C2C=CC=CC=2)C=CC=CC=1. The product is [CH3:8][C:6]1[C:5]([CH:9]([CH2:14][CH2:15][CH3:16])[C:10]([O:12][CH3:13])=[O:11])=[C:4]([C:17]2[CH:22]=[CH:21][C:20]([CH3:23])=[CH:19][CH:18]=2)[N:3]=[C:2]([C:29]2[CH:30]=[CH:31][CH:32]=[C:33]3[C:28]=2[CH:27]=[CH:26][CH:25]=[N:24]3)[N:7]=1. The yield is 0.430. (5) The reactants are [F:1][C:2]1[CH:19]=[CH:18][C:5](/[CH:6]=[N:7]/[C:8]2[CH:16]=[CH:15][CH:14]=[C:13]3[C:9]=2[CH2:10][O:11][C:12]3=[O:17])=[CH:4][CH:3]=1.[CH3:20][N:21]1[CH:25]=[CH:24][N:23]=[C:22]1[CH:26]=O.[CH2:28]([OH:30])[CH3:29]. The catalyst is C(OCC)(=O)CC. The product is [F:1][C:2]1[CH:3]=[CH:4][C:5]([CH:6]2[CH:26]([C:22]3[N:21]([CH3:20])[CH:25]=[CH:24][N:23]=3)[C:28](=[O:30])[C:29]3[C:13]([C:12]([O:11][CH2:10][CH3:9])=[O:17])=[CH:14][CH:15]=[CH:16][C:8]=3[NH:7]2)=[CH:18][CH:19]=1. The yield is 0.0500. (6) The product is [O:37]1[CH2:38][CH2:39][N:34]([CH2:1][C:3]2[CH:8]=[CH:7][C:6]([C:9]3[CH:10]=[CH:11][C:12]([CH2:15][CH2:16][C:17]([C:19]4[O:20][C:21]([C:24]5[N:29]=[C:28]([C:30]([O:32][CH3:33])=[O:31])[CH:27]=[CH:26][CH:25]=5)=[CH:22][N:23]=4)=[O:18])=[CH:13][CH:14]=3)=[CH:5][CH:4]=2)[CH2:35][CH2:36]1. The yield is 0.580. The catalyst is ClC(Cl)C. The reactants are [CH:1]([C:3]1[CH:8]=[CH:7][C:6]([C:9]2[CH:14]=[CH:13][C:12]([CH2:15][CH2:16][C:17]([C:19]3[O:20][C:21]([C:24]4[N:29]=[C:28]([C:30]([O:32][CH3:33])=[O:31])[CH:27]=[CH:26][CH:25]=4)=[CH:22][N:23]=3)=[O:18])=[CH:11][CH:10]=2)=[CH:5][CH:4]=1)=O.[NH:34]1[CH2:39][CH2:38][O:37][CH2:36][CH2:35]1.[BH-](OC(C)=O)(OC(C)=O)OC(C)=O.[Na+]. (7) The reactants are [Cl:1][C:2]1[CH:7]=[CH:6][C:5]([C:8]([C:21]2[CH:22]=[C:23]3[C:28](=[CH:29][CH:30]=2)[N:27]([CH3:31])[C:26](=[O:32])[CH:25]=[C:24]3[C:33]2[CH:38]=[CH:37][CH:36]=[CH:35][CH:34]=2)([OH:20])[C:9]2[N:10]=[CH:11][N:12](S(N(C)C)(=O)=[O:15])[CH:13]=2)=[CH:4][CH:3]=1.N. The catalyst is Cl.O.CO. The product is [OH2:15].[Cl:1][C:2]1[CH:7]=[CH:6][C:5]([C:8]([OH:20])([C:9]2[N:10]=[CH:11][NH:12][CH:13]=2)[C:21]2[CH:22]=[C:23]3[C:28](=[CH:29][CH:30]=2)[N:27]([CH3:31])[C:26](=[O:32])[CH:25]=[C:24]3[C:33]2[CH:38]=[CH:37][CH:36]=[CH:35][CH:34]=2)=[CH:4][CH:3]=1. The yield is 0.483. (8) The reactants are [N+:1]([C:4]1[CH:12]=[CH:11][CH:10]=[C:9]2[C:5]=1[CH:6]=[N:7][NH:8]2)([O-:3])=[O:2].[H-].[Na+].Cl[CH2:16][O:17][CH2:18][CH2:19][Si:20]([CH3:23])([CH3:22])[CH3:21].O. The catalyst is CN(C)C=O. The product is [N+:1]([C:4]1[CH:12]=[CH:11][CH:10]=[C:9]2[C:5]=1[CH:6]=[N:7][N:8]2[CH2:16][O:17][CH2:18][CH2:19][Si:20]([CH3:23])([CH3:22])[CH3:21])([O-:3])=[O:2].[N+:1]([C:4]1[C:5]2[C:9]([CH:10]=[CH:11][CH:12]=1)=[N:8][N:7]([CH2:16][O:17][CH2:18][CH2:19][Si:20]([CH3:23])([CH3:22])[CH3:21])[CH:6]=2)([O-:3])=[O:2]. The yield is 0.380. (9) The reactants are [CH3:1][O:2][C:3]1[CH:8]=[CH:7][C:6]([C:9](=O)[CH2:10][CH2:11][C:12]([OH:14])=[O:13])=[CH:5][C:4]=1[CH3:16]. The catalyst is Cl. The product is [CH3:1][O:2][C:3]1[CH:8]=[CH:7][C:6]([CH2:9][CH2:10][CH2:11][C:12]([OH:14])=[O:13])=[CH:5][C:4]=1[CH3:16]. The yield is 0.980.